This data is from NCI-60 drug combinations with 297,098 pairs across 59 cell lines. The task is: Regression. Given two drug SMILES strings and cell line genomic features, predict the synergy score measuring deviation from expected non-interaction effect. (1) Drug 1: CC1=C(C(=CC=C1)Cl)NC(=O)C2=CN=C(S2)NC3=CC(=NC(=N3)C)N4CCN(CC4)CCO. Drug 2: CNC(=O)C1=NC=CC(=C1)OC2=CC=C(C=C2)NC(=O)NC3=CC(=C(C=C3)Cl)C(F)(F)F. Cell line: HOP-92. Synergy scores: CSS=15.4, Synergy_ZIP=-3.68, Synergy_Bliss=1.39, Synergy_Loewe=-68.6, Synergy_HSA=1.44. (2) Drug 1: CC1=C(C=C(C=C1)NC2=NC=CC(=N2)N(C)C3=CC4=NN(C(=C4C=C3)C)C)S(=O)(=O)N.Cl. Drug 2: COC1=C(C=C2C(=C1)N=CN=C2NC3=CC(=C(C=C3)F)Cl)OCCCN4CCOCC4. Cell line: MCF7. Synergy scores: CSS=20.7, Synergy_ZIP=9.38, Synergy_Bliss=12.9, Synergy_Loewe=6.75, Synergy_HSA=10.2.